Dataset: Forward reaction prediction with 1.9M reactions from USPTO patents (1976-2016). Task: Predict the product of the given reaction. (1) Given the reactants [CH3:1][C:2]1[C:7](=O)[NH:6][C:5]([NH2:9])=[N:4][CH:3]=1.O=P(Cl)(Cl)[Cl:12], predict the reaction product. The product is: [Cl:12][C:7]1[C:2]([CH3:1])=[CH:3][N:4]=[C:5]([NH2:9])[N:6]=1. (2) Given the reactants [F:1][CH:2]([F:14])[O:3][C:4]1[CH:12]=[CH:11][CH:10]=[C:9]([F:13])[C:5]=1[C:6]([OH:8])=O.C(Cl)(=O)C(Cl)=O.[NH2:21][C:22]1[N:26]([C:27]2[CH:32]=[CH:31][C:30]([F:33])=[CH:29][CH:28]=2)[N:25]=[CH:24][C:23]=1[C:34]([NH:36][CH2:37][C:38]([CH2:44][NH2:45])([OH:43])[C:39]([F:42])([F:41])[F:40])=[O:35].C(N(C(C)C)CC)(C)C, predict the reaction product. The product is: [NH2:21][C:22]1[N:26]([C:27]2[CH:28]=[CH:29][C:30]([F:33])=[CH:31][CH:32]=2)[N:25]=[CH:24][C:23]=1[C:34]([NH:36][CH2:37][C:38]([CH2:44][NH:45][C:6]([C:5]1[C:9]([F:13])=[CH:10][CH:11]=[CH:12][C:4]=1[O:3][CH:2]([F:1])[F:14])=[O:8])([OH:43])[C:39]([F:42])([F:41])[F:40])=[O:35]. (3) Given the reactants [NH:1]1[CH2:6][CH2:5][CH:4]([NH:7][C:8](=[O:14])[O:9][C:10]([CH3:13])([CH3:12])[CH3:11])[CH2:3][CH2:2]1.C(=O)([O-])[O-].[K+].[K+].Cl[CH2:22]/[CH:23]=[CH:24]/[C:25]1[CH:30]=[C:29]([F:31])[CH:28]=[CH:27][C:26]=1[F:32], predict the reaction product. The product is: [C:10]([O:9][C:8](=[O:14])[NH:7][CH:4]1[CH2:3][CH2:2][N:1]([CH2:22]/[CH:23]=[CH:24]/[C:25]2[CH:30]=[C:29]([F:31])[CH:28]=[CH:27][C:26]=2[F:32])[CH2:6][CH2:5]1)([CH3:11])([CH3:13])[CH3:12]. (4) Given the reactants [C:1]([O:5][C:6]([NH:8][C@@H:9]([CH2:13][CH:14]([CH3:16])[CH3:15])[C:10]([OH:12])=O)=[O:7])([CH3:4])([CH3:3])[CH3:2].[NH:17]1[CH2:22][CH2:21][NH:20][CH2:19][CH2:18]1.C1CCC(N=C=NC2CCCCC2)CC1, predict the reaction product. The product is: [CH3:15][CH:14]([CH3:16])[CH2:13][C@H:9]([NH:8][C:6](=[O:7])[O:5][C:1]([CH3:2])([CH3:3])[CH3:4])[C:10](=[O:12])[N:17]1[CH2:22][CH2:21][NH:20][CH2:19][CH2:18]1.